From a dataset of Full USPTO retrosynthesis dataset with 1.9M reactions from patents (1976-2016). Predict the reactants needed to synthesize the given product. Given the product [NH:9]1[C:10]2[C:15](=[CH:14][CH:13]=[CH:12][CH:11]=2)[CH:16]=[C:8]1[C:6]1[CH:5]=[CH:4][N:3]=[C:2]([C:34]2[C:35]([N:37]([CH3:42])[S:38]([CH3:41])(=[O:40])=[O:39])=[CH:36][C:26]3[O:25][C:24]([C:21]4[CH:22]=[CH:23][C:18]([F:17])=[CH:19][CH:20]=4)=[C:28]([C:29]([NH:31][CH3:32])=[O:30])[C:27]=3[CH:33]=2)[CH:7]=1, predict the reactants needed to synthesize it. The reactants are: Cl[C:2]1[CH:7]=[C:6]([C:8]2[NH:9][C:10]3[C:15]([CH:16]=2)=[CH:14][CH:13]=[CH:12][CH:11]=3)[CH:5]=[CH:4][N:3]=1.[F:17][C:18]1[CH:23]=[CH:22][C:21]([C:24]2[O:25][C:26]3[CH:36]=[C:35]([N:37]([CH3:42])[S:38]([CH3:41])(=[O:40])=[O:39])[C:34](B4OC(C)(C)C(C)(C)O4)=[CH:33][C:27]=3[C:28]=2[C:29]([NH:31][CH3:32])=[O:30])=[CH:20][CH:19]=1.CC(C1C=C(C(C)C)C(C2C=CC=CC=2P(C2CCCCC2)C2CCCCC2)=C(C(C)C)C=1)C.